Dataset: Full USPTO retrosynthesis dataset with 1.9M reactions from patents (1976-2016). Task: Predict the reactants needed to synthesize the given product. Given the product [CH3:1][N:2]1[C:3](=[O:18])[C:4]2[S:14][C:13]3[C:12](=[O:15])[N:11]([CH3:16])[C:10](=[O:17])[C:9]=3[S:8](=[O:20])[C:5]=2[C:6]1=[O:7], predict the reactants needed to synthesize it. The reactants are: [CH3:1][N:2]1[C:6](=[O:7])[C:5]2[S:8][C:9]3[C:10](=[O:17])[N:11]([CH3:16])[C:12](=[O:15])[C:13]=3[S:14][C:4]=2[C:3]1=[O:18].[N+]([O-])(O)=[O:20].